Dataset: HIV replication inhibition screening data with 41,000+ compounds from the AIDS Antiviral Screen. Task: Binary Classification. Given a drug SMILES string, predict its activity (active/inactive) in a high-throughput screening assay against a specified biological target. The drug is CC#CC(O)(C(=O)OC1CCCN(C)C1)C1=CC=CCC1. The result is 0 (inactive).